This data is from Full USPTO retrosynthesis dataset with 1.9M reactions from patents (1976-2016). The task is: Predict the reactants needed to synthesize the given product. (1) Given the product [NH2:13][C:3]1[N:4]=[CH:5][C:6]([CH:8]2[CH2:12][CH2:11][N:10]([C:24]([O:26][CH3:27])=[O:25])[CH2:9]2)=[CH:7][C:2]=1[Br:1], predict the reactants needed to synthesize it. The reactants are: [Br:1][C:2]1[C:3]([NH2:13])=[N:4][CH:5]=[C:6]([CH:8]2[CH2:12][CH2:11][NH:10][CH2:9]2)[CH:7]=1.CCN(C(C)C)C(C)C.Cl[C:24]([O:26][CH3:27])=[O:25]. (2) Given the product [CH3:1][O:2][C:3]1[CH:11]=[CH:10][C:6]([C:7]2[CH:15]=[C:14]([CH2:13][CH2:12][OH:16])[N:25]([CH3:24])[N:26]=2)=[CH:5][CH:4]=1, predict the reactants needed to synthesize it. The reactants are: [CH3:1][O:2][C:3]1[CH:11]=[CH:10][C:6]([C:7](Cl)=O)=[CH:5][CH:4]=1.[CH2:12]([OH:16])[CH2:13][C:14]#[CH:15].C(N(CC)CC)C.[CH3:24][NH:25][NH2:26]. (3) Given the product [CH2:19]([O:26][C@@H:27]1[C@@H:32]([O:33][CH2:34][C:35]2[CH:36]=[CH:37][CH:38]=[CH:39][CH:40]=2)[C@H:31]([O:41][CH2:42][C:43]2[CH:48]=[CH:47][CH:46]=[CH:45][CH:44]=2)[C@@H:30]([CH2:49][O:50][CH2:51][C:52]2[CH:53]=[CH:54][CH:55]=[CH:56][CH:57]=2)[O:29][C@H:28]1[C:58]1[CH:59]=[C:60]([CH2:65][OH:66])[CH:61]=[C:62]([F:64])[CH:63]=1)[C:20]1[CH:21]=[CH:22][CH:23]=[CH:24][CH:25]=1, predict the reactants needed to synthesize it. The reactants are: [F-].C([N+](CCCC)(CCCC)CCCC)CCC.[CH2:19]([O:26][C@@H:27]1[C@@H:32]([O:33][CH2:34][C:35]2[CH:40]=[CH:39][CH:38]=[CH:37][CH:36]=2)[C@H:31]([O:41][CH2:42][C:43]2[CH:48]=[CH:47][CH:46]=[CH:45][CH:44]=2)[C@@H:30]([CH2:49][O:50][CH2:51][C:52]2[CH:57]=[CH:56][CH:55]=[CH:54][CH:53]=2)[O:29][C@H:28]1[C:58]1[CH:63]=[C:62]([F:64])[CH:61]=[C:60]([CH2:65][O:66][Si](C(C)(C)C)(C2C=CC=CC=2)C2C=CC=CC=2)[CH:59]=1)[C:20]1[CH:25]=[CH:24][CH:23]=[CH:22][CH:21]=1.